Dataset: Full USPTO retrosynthesis dataset with 1.9M reactions from patents (1976-2016). Task: Predict the reactants needed to synthesize the given product. (1) Given the product [F:1][C:2]1[CH:10]=[CH:9][CH:8]=[C:7]([F:11])[C:3]=1[C:4]([NH:12][C:13]1[S:14][C:15]([C:22]2[CH:27]=[CH:26][CH:25]=[C:24]([C:28]([F:31])([F:29])[F:30])[CH:23]=2)=[C:16]([C:18]([O:20][CH3:21])=[O:19])[N:17]=1)=[O:5], predict the reactants needed to synthesize it. The reactants are: [F:1][C:2]1[CH:10]=[CH:9][CH:8]=[C:7]([F:11])[C:3]=1[C:4](Cl)=[O:5].[NH2:12][C:13]1[S:14][C:15]([C:22]2[CH:27]=[CH:26][CH:25]=[C:24]([C:28]([F:31])([F:30])[F:29])[CH:23]=2)=[C:16]([C:18]([O:20][CH3:21])=[O:19])[N:17]=1.CCN(CC)CC.C([O-])(O)=O.[Na+]. (2) Given the product [C:15]1([N:9]2[C:10]3[C:6](=[CH:5][CH:4]=[C:3]([C:2]([F:1])([F:12])[F:13])[CH:11]=3)[CH:7]=[CH:8]2)[CH:20]=[CH:19][CH:18]=[CH:17][CH:16]=1, predict the reactants needed to synthesize it. The reactants are: [F:1][C:2]([F:13])([F:12])[C:3]1[CH:11]=[C:10]2[C:6]([CH:7]=[CH:8][NH:9]2)=[CH:5][CH:4]=1.I[C:15]1[CH:20]=[CH:19][CH:18]=[CH:17][CH:16]=1. (3) Given the product [CH3:12][C:13]1[CH:17]=[C:16]([CH3:18])[N:15]([C:4]2[CH:5]=[CH:6][CH:7]=[CH:8][C:3]=2[CH:1]=[O:2])[N:14]=1, predict the reactants needed to synthesize it. The reactants are: [CH:1]([C:3]1[CH:8]=[CH:7][CH:6]=[CH:5][C:4]=1B(O)O)=[O:2].[CH3:12][C:13]1[CH:17]=[C:16]([CH3:18])[NH:15][N:14]=1.N1C=CC=CC=1. (4) Given the product [NH2:1][C:2]1[S:3][C:4]([CH:11]([CH3:13])[CH3:12])=[C:5]([C:7]([OH:9])=[O:8])[N:6]=1, predict the reactants needed to synthesize it. The reactants are: [NH2:1][C:2]1[S:3][C:4]([CH:11]([CH3:13])[CH3:12])=[C:5]([C:7]([O:9]C)=[O:8])[N:6]=1.Cl.